From a dataset of Forward reaction prediction with 1.9M reactions from USPTO patents (1976-2016). Predict the product of the given reaction. (1) The product is: [Br:33][CH2:24][C:21]1[CH:22]=[CH:23][C:18]([C:13]2[C:12]([S:9]([N:8]([C:3]3[C:2]([CH3:1])=[C:6]([CH3:7])[O:5][N:4]=3)[CH2:30][O:31][CH3:32])(=[O:11])=[O:10])=[CH:17][CH:16]=[CH:15][CH:14]=2)=[C:19]([CH2:26][O:27][CH2:28][CH3:29])[CH:20]=1. Given the reactants [CH3:1][C:2]1[C:3]([N:8]([CH2:30][O:31][CH3:32])[S:9]([C:12]2[C:13]([C:18]3[CH:23]=[CH:22][C:21]([CH2:24]O)=[CH:20][C:19]=3[CH2:26][O:27][CH2:28][CH3:29])=[CH:14][CH:15]=[CH:16][CH:17]=2)(=[O:11])=[O:10])=[N:4][O:5][C:6]=1[CH3:7].[Br-:33], predict the reaction product. (2) Given the reactants [NH:1]1[C:5]2[CH:6]=[CH:7][CH:8]=[CH:9][C:4]=2[N:3]=[C:2]1[CH:10]([NH:26][C:27](=[O:44])[C@@H:28]([NH:36]C(=O)OC(C)(C)C)[CH2:29][C:30]1[CH:35]=[CH:34][CH:33]=[CH:32][CH:31]=1)[CH2:11][C:12]1[CH:17]=[CH:16][C:15]([C:18]2[S:22](=[O:24])(=[O:23])[NH:21][C:20](=[O:25])[CH:19]=2)=[CH:14][CH:13]=1, predict the reaction product. The product is: [NH2:36][C@@H:28]([CH2:29][C:30]1[CH:31]=[CH:32][CH:33]=[CH:34][CH:35]=1)[C:27]([NH:26][C@H:10]([C:2]1[NH:1][C:5]2[CH:6]=[CH:7][CH:8]=[CH:9][C:4]=2[N:3]=1)[CH2:11][C:12]1[CH:17]=[CH:16][C:15]([C:18]2[S:22](=[O:24])(=[O:23])[NH:21][C:20](=[O:25])[CH:19]=2)=[CH:14][CH:13]=1)=[O:44]. (3) Given the reactants [CH2:1]([O:3][C:4]1[CH:9]=[CH:8][C:7]([CH2:10][CH2:11][NH2:12])=[CH:6][C:5]=1[O:13][CH3:14])[CH3:2].[CH:15]1([CH:18]=O)[CH2:17][CH2:16]1, predict the reaction product. The product is: [CH:15]1([CH2:18][NH:12][CH2:11][CH2:10][C:7]2[CH:8]=[CH:9][C:4]([O:3][CH2:1][CH3:2])=[C:5]([O:13][CH3:14])[CH:6]=2)[CH2:17][CH2:16]1. (4) Given the reactants Cl[C:2]1[N:7]=[C:6]([O:8][C:9]2[C:18]3[C:13](=[CH:14][CH:15]=[CH:16][CH:17]=3)[C:12]([NH:19][C:20]([NH:22][C:23]3[N:27]([C:28]4[CH:33]=[CH:32][C:31]([CH3:34])=[CH:30][CH:29]=4)[N:26]=[C:25]([Si:35]([CH3:38])([CH3:37])[CH3:36])[CH:24]=3)=[O:21])=[CH:11][CH:10]=2)[CH:5]=[CH:4][N:3]=1.[NH2:39][C:40]1[CH:41]=[C:42]([CH:46]=[C:47]([O:49][CH3:50])[CH:48]=1)[C:43]([OH:45])=[O:44], predict the reaction product. The product is: [CH3:50][O:49][C:47]1[CH:46]=[C:42]([CH:41]=[C:40]([NH:39][C:2]2[N:7]=[C:6]([O:8][C:9]3[C:18]4[C:13](=[CH:14][CH:15]=[CH:16][CH:17]=4)[C:12]([NH:19][C:20]([NH:22][C:23]4[N:27]([C:28]5[CH:29]=[CH:30][C:31]([CH3:34])=[CH:32][CH:33]=5)[N:26]=[C:25]([Si:35]([CH3:37])([CH3:36])[CH3:38])[CH:24]=4)=[O:21])=[CH:11][CH:10]=3)[CH:5]=[CH:4][N:3]=2)[CH:48]=1)[C:43]([OH:45])=[O:44]. (5) Given the reactants [NH3:1].[CH2:2]([O:4][C:5]([C:7]1[C:8]2[S:16][CH:15]=[C:14]([CH2:17][O:18][C:19]3[CH:24]=[CH:23][CH:22]=[CH:21][CH:20]=3)[C:9]=2[C:10](Cl)=[N:11][CH:12]=1)=[O:6])[CH3:3], predict the reaction product. The product is: [CH2:2]([O:4][C:5]([C:7]1[C:8]2[S:16][CH:15]=[C:14]([CH2:17][O:18][C:19]3[CH:24]=[CH:23][CH:22]=[CH:21][CH:20]=3)[C:9]=2[C:10]([NH2:1])=[N:11][CH:12]=1)=[O:6])[CH3:3]. (6) The product is: [OH:3][CH2:4][C:5]1[O:6][C:7]([CH3:13])=[CH:8][C:9](=[O:12])[C:10]=1[O:11][CH2:14][C:15]1[CH:20]=[CH:19][CH:18]=[CH:17][CH:16]=1. Given the reactants [OH-].[Na+].[OH:3][CH2:4][C:5]1[O:6][C:7]([CH3:13])=[CH:8][C:9](=[O:12])[C:10]=1[OH:11].[CH2:14](Br)[C:15]1[CH:20]=[CH:19][CH:18]=[CH:17][CH:16]=1, predict the reaction product. (7) Given the reactants [OH:1][CH:2]([CH2:14][CH2:15][C:16]1[CH:21]=[CH:20][CH:19]=[CH:18][CH:17]=1)[CH:3]=[CH:4][C:5]1[CH:10]=[CH:9][C:8]([OH:11])=[C:7]([O:12][CH3:13])[CH:6]=1.[H][H], predict the reaction product. The product is: [OH:1][CH:2]([CH2:14][CH2:15][C:16]1[CH:17]=[CH:18][CH:19]=[CH:20][CH:21]=1)[CH2:3][CH2:4][C:5]1[CH:10]=[CH:9][C:8]([OH:11])=[C:7]([O:12][CH3:13])[CH:6]=1. (8) Given the reactants [N:1]1[CH:2]=[C:3]([C:10]([O:12][CH2:13][CH3:14])=[O:11])[N:4]2[CH:9]=[CH:8][N:7]=[CH:6][C:5]=12, predict the reaction product. The product is: [N:1]1[CH:2]=[C:3]([C:10]([O:12][CH2:13][CH3:14])=[O:11])[N:4]2[CH2:9][CH2:8][NH:7][CH2:6][C:5]=12.